This data is from Catalyst prediction with 721,799 reactions and 888 catalyst types from USPTO. The task is: Predict which catalyst facilitates the given reaction. (1) Reactant: [Cl:1][C:2]1[CH:7]=[CH:6][C:5]([CH2:8][C:9]#[N:10])=[C:4]([F:11])[CH:3]=1.[H-].[Na+].Br[CH:15]1[CH2:20][CH2:19][N:18]([C:21]([O:23][C:24]([CH3:27])([CH3:26])[CH3:25])=[O:22])[CH2:17][CH2:16]1. Product: [Cl:1][C:2]1[CH:7]=[CH:6][C:5]([CH:8]([C:9]#[N:10])[CH:15]2[CH2:20][CH2:19][N:18]([C:21]([O:23][C:24]([CH3:27])([CH3:26])[CH3:25])=[O:22])[CH2:17][CH2:16]2)=[C:4]([F:11])[CH:3]=1. The catalyst class is: 3. (2) Reactant: [CH:1]1([N:4]([CH:18]2[CH2:23][CH2:22][NH:21][CH2:20][CH2:19]2)[C:5](=[O:17])[C:6]2[CH:11]=[CH:10][C:9]([C:12]3[O:16][CH:15]=[N:14][CH:13]=3)=[CH:8][CH:7]=2)[CH2:3][CH2:2]1.Cl[C:25]1[CH:30]=[N:29][C:28]([CH3:31])=[CH:27][N:26]=1.C(=O)([O-])[O-].[Cs+].[Cs+].C(OCC)(=O)C. Product: [CH:1]1([N:4]([CH:18]2[CH2:23][CH2:22][N:21]([C:25]3[CH:30]=[N:29][C:28]([CH3:31])=[CH:27][N:26]=3)[CH2:20][CH2:19]2)[C:5](=[O:17])[C:6]2[CH:7]=[CH:8][C:9]([C:12]3[O:16][CH:15]=[N:14][CH:13]=3)=[CH:10][CH:11]=2)[CH2:3][CH2:2]1. The catalyst class is: 35. (3) Reactant: Cl[C:2]1[CH:7]=[C:6]([C:8]#[N:9])[CH:5]=[CH:4][N:3]=1.[CH3:10][NH:11][CH2:12][C:13]1[CH:18]=[CH:17][CH:16]=[CH:15][CH:14]=1.O. Product: [CH2:12]([N:11]([C:2]1[CH:7]=[C:6]([CH:5]=[CH:4][N:3]=1)[C:8]#[N:9])[CH3:10])[C:13]1[CH:18]=[CH:17][CH:16]=[CH:15][CH:14]=1. The catalyst class is: 60.